Dataset: Experimentally validated miRNA-target interactions with 360,000+ pairs, plus equal number of negative samples. Task: Binary Classification. Given a miRNA mature sequence and a target amino acid sequence, predict their likelihood of interaction. (1) The miRNA is hsa-miR-3165 with sequence AGGUGGAUGCAAUGUGACCUCA. The protein sequence of the target gene is MESNLSGLVPAAGLVPALPPTVTLGLTAAYTALYALLFFSVYAQLWLVLLYGHKRLSYQTVFLALCLLWAALRTTLFSFYFRDTPRANRLGPLPFWLLYCCPVCLQFFTLTLMNLYFVQVVFKAKAKRRPEMSRGLLAVRGAFVGASLLFLLVNVLCAVLSRQRQAQPWVLLLVRVLVSDSLFVICALSLAACLCLVARRAPSTSIYLEAKGTSVCQAAAIGGAMVLLYASRACYNLAALALAPRSRLDAFDYDWYNVSDQADLVNDLGNKGYLVFGLILFVWELLPTTLLVGFFRVHRP.... Result: 0 (no interaction). (2) The miRNA is hsa-miR-96-3p with sequence AAUCAUGUGCAGUGCCAAUAUG. The protein sequence of the target gene is MAEGNNKEEVIHLNNFPCHRGKEWMAVREGPITISDSSDEEGIPMLVTPATEQQEDDLDDDVILTEDDSEDEYGGFLDLESGKKEGEAKPGPSSKQTADDIVNPRLEQKVIILGENGLLFPESEPLEVQNQSSEDSETELLSNPGEPAASVDDQLIGEEYWLDHPYFQAPNPQPQERTNQVVPQERHSESEMGPMFFRHDFPEPAFPRPEPQQEGIPGPASPQPAHPLGELEDQQLAIDEDPGPAFPLSGPQEANLANMWEQEAAEVDQDLIPLLVKETEARFPDVASGYVEEIIHLKNY.... Result: 0 (no interaction).